From a dataset of Forward reaction prediction with 1.9M reactions from USPTO patents (1976-2016). Predict the product of the given reaction. Given the reactants [F:1][C:2]1[CH:20]=[CH:19][C:5]([O:6][C@@H:7]([CH2:11][C:12]2[CH:17]=[CH:16][C:15]([OH:18])=[CH:14][CH:13]=2)[C:8]([OH:10])=[O:9])=[CH:4][CH:3]=1.C(Cl)(=O)C(Cl)=O.[CH3:27][Si:28]([CH3:33])([CH3:32])[CH2:29][CH2:30]O, predict the reaction product. The product is: [F:1][C:2]1[CH:20]=[CH:19][C:5]([O:6][C@@H:7]([CH2:11][C:12]2[CH:17]=[CH:16][C:15]([OH:18])=[CH:14][CH:13]=2)[C:8]([O:10][CH2:30][CH2:29][Si:28]([CH3:33])([CH3:32])[CH3:27])=[O:9])=[CH:4][CH:3]=1.